Dataset: Reaction yield outcomes from USPTO patents with 853,638 reactions. Task: Predict the reaction yield, written as a fraction of the theoretical maximum amount of product (1.0 means a 100% yield; for example, 0.34 means a 34% yield). (1) The reactants are [C:1]([O:5][C:6]([N:8]1[CH2:13][CH2:12][CH:11]([C:14](=[O:22])[C:15]2[CH:20]=[CH:19][C:18]([Br:21])=[CH:17][CH:16]=2)[CH2:10][CH2:9]1)=[O:7])([CH3:4])([CH3:3])[CH3:2].[BH4-].[Na+]. The catalyst is CCO. The product is [C:1]([O:5][C:6]([N:8]1[CH2:9][CH2:10][CH:11]([CH:14]([C:15]2[CH:20]=[CH:19][C:18]([Br:21])=[CH:17][CH:16]=2)[OH:22])[CH2:12][CH2:13]1)=[O:7])([CH3:4])([CH3:2])[CH3:3]. The yield is 1.00. (2) The reactants are [N+:1]([C:4]1[CH:9]=[CH:8][C:7](Br)=[CH:6][N:5]=1)([O-:3])=[O:2].[O:11]=[C:12]1[CH2:17][N:16]([C:18]([O:20][C:21]([CH3:24])([CH3:23])[CH3:22])=[O:19])[CH2:15][CH2:14][NH:13]1.C(=O)([O-])[O-].[Cs+].[Cs+].O1CCOCC1. The catalyst is C1C=CC(/C=C/C(/C=C/C2C=CC=CC=2)=O)=CC=1.C1C=CC(/C=C/C(/C=C/C2C=CC=CC=2)=O)=CC=1.C1C=CC(/C=C/C(/C=C/C2C=CC=CC=2)=O)=CC=1.[Pd].[Pd].CC1(C)C2C(=C(P(C3C=CC=CC=3)C3C=CC=CC=3)C=CC=2)OC2C(P(C3C=CC=CC=3)C3C=CC=CC=3)=CC=CC1=2.C(OCC)(=O)C.O. The product is [N+:1]([C:4]1[N:5]=[CH:6][C:7]([N:13]2[CH2:14][CH2:15][N:16]([C:18]([O:20][C:21]([CH3:23])([CH3:22])[CH3:24])=[O:19])[CH2:17][C:12]2=[O:11])=[CH:8][CH:9]=1)([O-:3])=[O:2]. The yield is 0.960. (3) The reactants are [F:1][C:2]1[CH:18]=[C:17]([N+:19]([O-:21])=[O:20])[CH:16]=[CH:15][C:3]=1[O:4][C:5]1[CH:10]=[CH:9][N:8]=[C:7]2[CH:11]=[C:12](I)[S:13][C:6]=12.Br[C:23]1[CH:30]=[CH:29][C:26]([CH:27]=[O:28])=[CH:25][N:24]=1.C[Sn](C)(C)[Sn](C)(C)C. The catalyst is O1CCOCC1. The product is [F:1][C:2]1[CH:18]=[C:17]([N+:19]([O-:21])=[O:20])[CH:16]=[CH:15][C:3]=1[O:4][C:5]1[CH:10]=[CH:9][N:8]=[C:7]2[CH:11]=[C:12]([C:23]3[CH:30]=[CH:29][C:26]([CH:27]=[O:28])=[CH:25][N:24]=3)[S:13][C:6]=12. The yield is 0.500. (4) The reactants are [CH3:1][C:2]1[C:10]([CH3:12])([CH3:11])[C:9]2[C:4](=[CH:5][CH:6]=[CH:7][CH:8]=2)[N:3]=1.Br[CH2:14][CH2:15][OH:16]. No catalyst specified. The product is [CH3:11][C:10]1([CH3:12])[C:9]2[C:4](=[CH:5][CH:6]=[CH:7][CH:8]=2)[N:3]([CH2:14][CH2:15][OH:16])[C:2]1=[CH2:1]. The yield is 0.720. (5) The reactants are [Na].[CH3:2][O:3][C:4](=[O:26])[CH2:5][N:6]1[C:14](=[O:15])[C:13]2[C:8](=[CH:9][CH:10]=[C:11]([O:16][C:17]3[C:22]([CH3:23])=[CH:21][CH:20]=[CH:19][C:18]=3[CH3:24])[CH:12]=2)[C:7]1=[O:25].Cl.CCOC(C)=O.[CH2:34](O)[CH2:35][CH2:36]C. No catalyst specified. The product is [CH2:2]([O:3][C:4]([C:5]1[N:6]=[C:7]([OH:25])[C:8]2[C:13]([C:14]=1[OH:15])=[CH:12][C:11]([O:16][C:17]1[C:22]([CH3:23])=[CH:21][CH:20]=[CH:19][C:18]=1[CH3:24])=[CH:10][CH:9]=2)=[O:26])[CH2:34][CH2:35][CH3:36]. The yield is 0.430. (6) The reactants are [CH3:1][C:2]1[C:12]([OH:13])=[CH:11][CH:10]=[CH:9][C:3]=1[C:4]([O:6][CH2:7][CH3:8])=[O:5].[H-].[Na+].[Cl:16][C:17]1[CH:22]=[C:21]([N+]([O-])=O)[CH:20]=[CH:19][N:18]=1. No catalyst specified. The product is [CH3:1][C:2]1[C:12]([O:13][C:21]2[CH:20]=[CH:19][N:18]=[C:17]([Cl:16])[CH:22]=2)=[CH:11][CH:10]=[CH:9][C:3]=1[C:4]([O:6][CH2:7][CH3:8])=[O:5]. The yield is 0.900.